This data is from Forward reaction prediction with 1.9M reactions from USPTO patents (1976-2016). The task is: Predict the product of the given reaction. (1) Given the reactants [C:1]1([N:7]([C:48]2[CH:53]=[CH:52][CH:51]=[CH:50][CH:49]=2)[C:8]([C:10]2[C:18]3[C:13](=[CH:14][C:15]([O:19][CH3:20])=[CH:16][CH:17]=3)[N:12]([C:21]3[CH:47]=[CH:46][CH:45]=[CH:44][C:22]=3[C:23]([N:25]3[C@H:34]([CH2:35][NH:36]C(=O)OC(C)(C)C)[CH2:33][C:32]4[C:27](=[CH:28][CH:29]=[CH:30][CH:31]=4)[CH2:26]3)=[O:24])[N:11]=2)=[O:9])[CH:6]=[CH:5][CH:4]=[CH:3][CH:2]=1.[OH-].[Na+], predict the reaction product. The product is: [NH2:36][CH2:35][C@@H:34]1[CH2:33][C:32]2[C:27](=[CH:28][CH:29]=[CH:30][CH:31]=2)[CH2:26][N:25]1[C:23]([C:22]1[CH:44]=[CH:45][CH:46]=[CH:47][C:21]=1[N:12]1[C:13]2[C:18](=[CH:17][CH:16]=[C:15]([O:19][CH3:20])[CH:14]=2)[C:10]([C:8]([N:7]([C:48]2[CH:53]=[CH:52][CH:51]=[CH:50][CH:49]=2)[C:1]2[CH:6]=[CH:5][CH:4]=[CH:3][CH:2]=2)=[O:9])=[N:11]1)=[O:24]. (2) The product is: [NH2:1][C:2]1[C:7]([C:21]2[CH:22]=[C:23]([Cl:27])[CH:24]=[C:25]([Cl:26])[C:20]=2[Cl:19])=[N:6][CH:5]=[C:4]([NH:9][C:10](=[O:12])[CH3:11])[N:3]=1. Given the reactants [NH2:1][C:2]1[C:7](Br)=[N:6][CH:5]=[C:4]([NH:9][C:10](=[O:12])[CH3:11])[N:3]=1.C(=O)([O-])[O-].[Na+].[Na+].[Cl:19][C:20]1[C:25]([Cl:26])=[CH:24][C:23]([Cl:27])=[CH:22][C:21]=1B(O)O, predict the reaction product. (3) Given the reactants [F:1][C:2]1[N:6]([CH3:7])[N:5]=[C:4]([CH3:8])[C:3]=1[C:9](Cl)=[O:10].[C:12]1([C:25]2[CH:30]=[CH:29][CH:28]=[CH:27][CH:26]=2)[CH:17]=[CH:16][C:15]([O:18][CH2:19][CH2:20][NH:21][CH:22]2[CH2:24][CH2:23]2)=[CH:14][CH:13]=1.C(N(CC)CC)C.CCCCCCC.C(OCC)(=O)C, predict the reaction product. The product is: [C:12]1([C:25]2[CH:26]=[CH:27][CH:28]=[CH:29][CH:30]=2)[CH:17]=[CH:16][C:15]([O:18][CH2:19][CH2:20][N:21]([CH:22]2[CH2:24][CH2:23]2)[C:9]([C:3]2[C:4]([CH3:8])=[N:5][N:6]([CH3:7])[C:2]=2[F:1])=[O:10])=[CH:14][CH:13]=1. (4) Given the reactants [Cl:1][C:2]1[C:3]([O:10][CH3:11])=[CH:4][C:5]([CH3:9])=[C:6]([CH:8]=1)[NH2:7].[C:12](O[C:12]([O:14][C:15]([CH3:18])([CH3:17])[CH3:16])=[O:13])([O:14][C:15]([CH3:18])([CH3:17])[CH3:16])=[O:13], predict the reaction product. The product is: [Cl:1][C:2]1[C:3]([O:10][CH3:11])=[CH:4][C:5]([CH3:9])=[C:6]([NH:7][C:12](=[O:13])[O:14][C:15]([CH3:18])([CH3:17])[CH3:16])[CH:8]=1.